This data is from Full USPTO retrosynthesis dataset with 1.9M reactions from patents (1976-2016). The task is: Predict the reactants needed to synthesize the given product. (1) Given the product [CH:24]1([C:2]2[CH:11]=[CH:10][CH:9]=[C:8]3[C:3]=2[CH2:4][CH2:5][O:6][CH:7]3[C:13]2[NH:14][CH2:15][CH2:16][N:17]=2)[CH2:26][CH2:25]1, predict the reactants needed to synthesize it. The reactants are: Br[C:2]1[CH:11]=[CH:10][CH:9]=[C:8]2[C:3]=1[CH2:4][CH2:5][O:6][C:7]2([C:13]1[NH:14][CH2:15][CH2:16][N:17]=1)C.C(=O)([O-])[O-].[Na+].[Na+].[CH:24]1(B(O)O)[CH2:26][CH2:25]1.O. (2) The reactants are: Cl[C:2]1[C:7]([CH3:8])=[C:6](Cl)[N:5]=[CH:4][N:3]=1.[C:10]1([CH:16]2[CH2:21][CH2:20][NH:19][CH2:18][CH2:17]2)[CH:15]=[CH:14][CH:13]=[CH:12][CH:11]=1.C(=O)([O-])[O-].[K+].[K+].[NH2:28][NH2:29]. Given the product [NH:28]([C:2]1[C:7]([CH3:8])=[C:6]([N:19]2[CH2:18][CH2:17][CH:16]([C:10]3[CH:15]=[CH:14][CH:13]=[CH:12][CH:11]=3)[CH2:21][CH2:20]2)[N:5]=[CH:4][N:3]=1)[NH2:29], predict the reactants needed to synthesize it. (3) Given the product [CH3:1][O:2][C:3]([C@@H:5]1[C@H:9]([O:10][Si:23]([C:36]([CH3:39])([CH3:38])[CH3:37])([C:30]2[CH:31]=[CH:32][CH:33]=[CH:34][CH:35]=2)[C:24]2[CH:29]=[CH:28][CH:27]=[CH:26][CH:25]=2)[CH2:8][CH2:7][N:6]1[C:11]([O:13][C:14]([CH3:17])([CH3:16])[CH3:15])=[O:12])=[O:4], predict the reactants needed to synthesize it. The reactants are: [CH3:1][O:2][C:3]([C@@H:5]1[C@H:9]([OH:10])[CH2:8][CH2:7][N:6]1[C:11]([O:13][C:14]([CH3:17])([CH3:16])[CH3:15])=[O:12])=[O:4].N1C=CN=C1.[Si:23](Cl)([C:36]([CH3:39])([CH3:38])[CH3:37])([C:30]1[CH:35]=[CH:34][CH:33]=[CH:32][CH:31]=1)[C:24]1[CH:29]=[CH:28][CH:27]=[CH:26][CH:25]=1.